Predict the reactants needed to synthesize the given product. From a dataset of Full USPTO retrosynthesis dataset with 1.9M reactions from patents (1976-2016). (1) The reactants are: N[CH:2](C1C=CC(OC)=C(OC)C=1)CC(O)=O.[NH2:17][CH:18]([C:23]1[CH:28]=[CH:27][C:26]([O:29][CH2:30][C:31]2[CH:36]=[CH:35][CH:34]=[CH:33][CH:32]=2)=[CH:25][CH:24]=1)[CH2:19][C:20]([OH:22])=[O:21]. Given the product [NH2:17][CH:18]([C:23]1[CH:28]=[CH:27][C:26]([O:29][CH2:30][C:31]2[CH:36]=[CH:35][CH:34]=[CH:33][CH:32]=2)=[CH:25][CH:24]=1)[CH2:19][C:20]([O:22][CH3:2])=[O:21], predict the reactants needed to synthesize it. (2) Given the product [OH:8][C:9]1[CH:22]=[CH:21][C:12]([CH2:13][NH:14][C:15]([CH:17]2[CH2:18][NH:19][CH2:20]2)=[O:16])=[CH:11][C:10]=1[O:23][CH3:24], predict the reactants needed to synthesize it. The reactants are: C([O:8][C:9]1[CH:22]=[CH:21][C:12]([CH2:13][NH:14][C:15]([CH:17]2[CH2:20][NH:19][CH2:18]2)=[O:16])=[CH:11][C:10]=1[O:23][CH3:24])C1C=CC=CC=1. (3) Given the product [CH2:1]([O:8][C:9]1[CH:14]=[C:13]([CH:12]=[C:11]([N+:16]([O-:18])=[O:17])[C:10]=1[CH3:19])[C:20]#[N:21])[C:2]1[CH:7]=[CH:6][CH:5]=[CH:4][CH:3]=1, predict the reactants needed to synthesize it. The reactants are: [CH2:1]([O:8][C:9]1[CH:14]=[C:13](Br)[CH:12]=[C:11]([N+:16]([O-:18])=[O:17])[C:10]=1[CH3:19])[C:2]1[CH:7]=[CH:6][CH:5]=[CH:4][CH:3]=1.[C:20]([Cu])#[N:21].C(NC1C=CC=CC=1)#N. (4) The reactants are: [CH:1]([S:4]([C:7]1[CH:12]=[CH:11][C:10]([N+:13]([O-])=O)=[CH:9][C:8]=1[C@H:16]1[C@@H:20]([C:21]([O:23][CH3:24])=[O:22])[CH2:19][CH2:18][N:17]1[C:25]([O:27][C:28]([CH3:31])([CH3:30])[CH3:29])=[O:26])(=[O:6])=[O:5])([CH3:3])[CH3:2]. Given the product [NH2:13][C:10]1[CH:11]=[CH:12][C:7]([S:4]([CH:1]([CH3:3])[CH3:2])(=[O:6])=[O:5])=[C:8]([C@H:16]2[C@@H:20]([C:21]([O:23][CH3:24])=[O:22])[CH2:19][CH2:18][N:17]2[C:25]([O:27][C:28]([CH3:29])([CH3:30])[CH3:31])=[O:26])[CH:9]=1, predict the reactants needed to synthesize it. (5) Given the product [NH2:11][C@@H:12]([CH2:17][C:18]1[CH:19]=[CH:20][C:21]([O:24][CH2:25][CH2:26][NH:27][C:28](=[O:41])[C:29]2[CH:30]=[CH:31][C:32]([C:35]3[CH:40]=[CH:39][CH:38]=[CH:37][N:36]=3)=[CH:33][CH:34]=2)=[CH:22][CH:23]=1)[C:13]([O:15][CH3:16])=[O:14], predict the reactants needed to synthesize it. The reactants are: C(OC([NH:11][C@@H:12]([CH2:17][C:18]1[CH:23]=[CH:22][C:21]([O:24][CH2:25][CH2:26][NH:27][C:28](=[O:41])[C:29]2[CH:34]=[CH:33][C:32]([C:35]3[CH:40]=[CH:39][CH:38]=[CH:37][N:36]=3)=[CH:31][CH:30]=2)=[CH:20][CH:19]=1)[C:13]([O:15][CH3:16])=[O:14])=O)C1C=CC=CC=1. (6) Given the product [CH2:31]([NH:37][C:10]1[C:9]2[C:7](=[O:8])[C:5]3[C:4](=[CH:3][CH:2]=[CH:1][CH:6]=3)[C:15](=[O:16])[C:14]=2[C:13]([OH:17])=[CH:12][CH:11]=1)[CH2:32][CH2:33][CH2:34][CH2:35][CH3:36], predict the reactants needed to synthesize it. The reactants are: [CH:1]1[CH:2]=[CH:3][C:4]2[C:15](=[O:16])[C:14]3[C:9](=[C:10](O)[CH:11]=[CH:12][C:13]=3[OH:17])[C:7](=[O:8])[C:5]=2[CH:6]=1.C(=O)([O-])[O-].[K+].[K+].COCC(O)C.[CH2:31]([NH2:37])[CH2:32][CH2:33][CH2:34][CH2:35][CH3:36]. (7) The reactants are: [CH2:1]([O:3][C:4](=[O:26])[CH2:5][C:6]1[CH:11]=[CH:10][C:9]([N+:12]([O-])=O)=[C:8]([O:15][C:16]2[CH:21]=[C:20]([C:22]#[N:23])[CH:19]=[C:18]([Br:24])[CH:17]=2)[C:7]=1[F:25])[CH3:2].[NH4+].[Cl-]. Given the product [CH2:1]([O:3][C:4](=[O:26])[CH2:5][C:6]1[CH:11]=[CH:10][C:9]([NH2:12])=[C:8]([O:15][C:16]2[CH:21]=[C:20]([C:22]#[N:23])[CH:19]=[C:18]([Br:24])[CH:17]=2)[C:7]=1[F:25])[CH3:2], predict the reactants needed to synthesize it. (8) The reactants are: [NH2:1][CH2:2][CH2:3][NH:4][CH2:5][CH2:6][NH:7][CH2:8][CH2:9][NH2:10].[CH2:11]1[O:13][CH2:12]1.C(OCC1OC1)(=O)C(C)=C. Given the product [NH2:1][CH2:2][CH2:3][NH:4][CH2:5][CH2:6][NH:7][CH2:8][CH2:9][NH2:10].[CH2:12]1[O:13][CH2:11]1.[NH2:1][CH2:2][CH2:3][NH:4][CH2:5][CH2:6][NH:7][CH2:8][CH2:9][NH2:10], predict the reactants needed to synthesize it.